Dataset: Forward reaction prediction with 1.9M reactions from USPTO patents (1976-2016). Task: Predict the product of the given reaction. Given the reactants [N:1]1[C:5]2[CH:6]=[CH:7][CH:8]=[CH:9][C:4]=2[NH:3][C:2]=1[C:10]([OH:12])=O.CN([C:16]([O:20]N1N=NC2C=CC=CC1=2)=[N+](C)C)C.[B-](F)(F)(F)F.[CH:35]1[CH:36]=[CH:37][C:38]2[N:43](O)N=N[C:39]=2[CH:40]=1.CC[N:47]([CH:51]([CH3:53])C)[CH:48]([CH3:50])C, predict the reaction product. The product is: [N:47]1[CH:48]=[CH:50][C:16]([O:20][C:36]2[CH:37]=[C:38]([NH:43][C:10]([C:2]3[NH:1][C:5]4[CH:6]=[CH:7][CH:8]=[CH:9][C:4]=4[N:3]=3)=[O:12])[CH:39]=[CH:40][CH:35]=2)=[CH:53][CH:51]=1.